Dataset: Catalyst prediction with 721,799 reactions and 888 catalyst types from USPTO. Task: Predict which catalyst facilitates the given reaction. (1) Reactant: [N:1]1[CH:2]=[CH:3][N:4]2[CH:9]=[CH:8][C:7]([C:10]([O:12][CH3:13])=[O:11])=[CH:6][C:5]=12.[I:14]N1C(=O)CCC1=O.S([O-])([O-])(=O)=S.[Na+].[Na+].C(=O)([O-])[O-].[Na+].[Na+]. Product: [CH3:13][O:12][C:10]([C:7]1[CH:8]=[CH:9][N:4]2[C:3]([I:14])=[CH:2][N:1]=[C:5]2[CH:6]=1)=[O:11]. The catalyst class is: 18. (2) Reactant: Cl[CH2:2][CH2:3][NH:4][C:5](=[O:31])[C:6]1[CH:11]=[CH:10][C:9]([C:12]2[C:16]([S:17][C:18]3[CH:23]=[CH:22][C:21]([Cl:24])=[CH:20][CH:19]=3)=[CH:15][N:14]([C:25]3[CH:30]=[CH:29][CH:28]=[CH:27][CH:26]=3)[N:13]=2)=[CH:8][CH:7]=1.[OH-].[K+]. Product: [Cl:24][C:21]1[CH:20]=[CH:19][C:18]([S:17][C:16]2[C:12]([C:9]3[CH:10]=[CH:11][C:6]([C:5]4[O:31][CH2:2][CH2:3][N:4]=4)=[CH:7][CH:8]=3)=[N:13][N:14]([C:25]3[CH:30]=[CH:29][CH:28]=[CH:27][CH:26]=3)[CH:15]=2)=[CH:23][CH:22]=1. The catalyst class is: 8. (3) The catalyst class is: 341. Reactant: [F:1][C:2]1[CH:3]=[CH:4][C:5]([CH3:19])=[C:6]([C:8]2[CH:17]=[C:16]3[C:11]([CH:12]=[C:13]([NH2:18])[N:14]=[CH:15]3)=[CH:10][CH:9]=2)[CH:7]=1.[F:20][CH:21]([F:25])[C:22](O)=[O:23].F[P-](F)(F)(F)(F)F.N1(OC(N(C)C)=[N+](C)C)C2N=CC=CC=2N=N1.O. Product: [F:20][CH:21]([F:25])[C:22]([NH:18][C:13]1[N:14]=[CH:15][C:16]2[C:11]([CH:12]=1)=[CH:10][CH:9]=[C:8]([C:6]1[CH:7]=[C:2]([F:1])[CH:3]=[CH:4][C:5]=1[CH3:19])[CH:17]=2)=[O:23]. (4) Reactant: [OH-].[Na+].[CH:3]1([C:8]2[C:13]([C:14]([NH:16][CH:17]3[CH:24]4[CH2:25][C:20]5([C:27]([O:29]C)=[O:28])[CH2:21][CH:22]([CH2:26][CH:18]3[CH2:19]5)[CH2:23]4)=[O:15])=[CH:12][N:11]=[C:10]([NH:31][C@H:32]3[CH2:36][CH2:35][O:34][CH2:33]3)[N:9]=2)[CH2:7][CH2:6][CH2:5][CH2:4]1. Product: [CH:3]1([C:8]2[C:13]([C:14]([NH:16][CH:17]3[CH:24]4[CH2:25][C:20]5([C:27]([OH:29])=[O:28])[CH2:21][CH:22]([CH2:26][CH:18]3[CH2:19]5)[CH2:23]4)=[O:15])=[CH:12][N:11]=[C:10]([NH:31][C@H:32]3[CH2:36][CH2:35][O:34][CH2:33]3)[N:9]=2)[CH2:4][CH2:5][CH2:6][CH2:7]1. The catalyst class is: 5. (5) Reactant: CCOC(/N=N/C(OCC)=O)=O.[CH3:13][O:14][C:15]([C:17]1[NH:18][C:19]2[C:24]([CH:25]=1)=[C:23]([OH:26])[CH:22]=[CH:21][CH:20]=2)=[O:16].[C:27]1(P(C2C=CC=CC=2)C2C=CC=CC=2)[CH:32]=CC=C[CH:28]=1.C(O)(C)C. Product: [CH3:13][O:14][C:15]([C:17]1[NH:18][C:19]2[C:24]([CH:25]=1)=[C:23]([O:26][CH:27]([CH3:32])[CH3:28])[CH:22]=[CH:21][CH:20]=2)=[O:16]. The catalyst class is: 1. (6) Reactant: [NH2:1][C@H:2]1[C:16](=[O:17])[N:15]([CH2:18][C:19]([F:22])([F:21])[F:20])[CH2:14][C:5]2[C:6]3[CH:7]=[N:8][NH:9][C:10]=3[C:11]([Cl:13])=[CH:12][C:4]=2[CH2:3]1.C(N(CC)CC)C.Cl[C:31](OC1C=CC([N+]([O-])=O)=CC=1)=[O:32].Cl.Cl.[NH:45]1[CH2:50][CH2:49][CH:48]([N:51]2[C:59]3[C:54](=[N:55][CH:56]=[CH:57][CH:58]=3)[NH:53][C:52]2=[O:60])[CH2:47][CH2:46]1. Product: [Cl:13][C:11]1[C:10]2[NH:9][N:8]=[CH:7][C:6]=2[C:5]2[CH2:14][N:15]([CH2:18][C:19]([F:21])([F:20])[F:22])[C:16](=[O:17])[C@H:2]([NH:1][C:31]([N:45]3[CH2:46][CH2:47][CH:48]([N:51]4[C:59]5[C:54](=[N:55][CH:56]=[CH:57][CH:58]=5)[NH:53][C:52]4=[O:60])[CH2:49][CH2:50]3)=[O:32])[CH2:3][C:4]=2[CH:12]=1. The catalyst class is: 813. (7) Reactant: [CH2:1]([O:3][C:4]1[CH:5]=[C:6]([CH:13]=[C:14]([S:16]([F:21])([F:20])([F:19])([F:18])[F:17])[CH:15]=1)[C:7](N(OC)C)=[O:8])[CH3:2].[CH2:22]([Mg]Br)[CH3:23]. Product: [CH2:1]([O:3][C:4]1[CH:5]=[C:6]([C:7](=[O:8])[CH2:22][CH3:23])[CH:13]=[C:14]([S:16]([F:18])([F:21])([F:17])([F:19])[F:20])[CH:15]=1)[CH3:2]. The catalyst class is: 1. (8) Reactant: [CH2:1](O)[C:2]#[C:3][CH2:4][CH2:5][CH2:6][CH2:7][CH2:8][CH2:9][CH2:10][CH2:11][CH2:12][CH2:13][CH2:14][CH2:15][CH2:16][CH2:17][CH3:18].C(Br)(Br)(Br)[Br:21].C1(P(C2C=CC=CC=2)C2C=CC=CC=2)C=CC=CC=1. Product: [Br:21][CH2:1][C:2]#[C:3][CH2:4][CH2:5][CH2:6][CH2:7][CH2:8][CH2:9][CH2:10][CH2:11][CH2:12][CH2:13][CH2:14][CH2:15][CH2:16][CH2:17][CH3:18]. The catalyst class is: 4. (9) Reactant: C([O:8][C:9]1[CH:14]=[CH:13][C:12]([CH2:15][OH:16])=[CH:11][C:10]=1[C@@H:17]([C:27]1[CH:32]=[CH:31][CH:30]=[CH:29][CH:28]=1)[CH2:18][CH2:19][N:20]([CH:24]([CH3:26])[CH3:25])[CH:21]([CH3:23])[CH3:22])C1C=CC=CC=1.CO.C1(C)C=CC=CC=1. Product: [CH:24]([N:20]([CH:21]([CH3:23])[CH3:22])[CH2:19][CH2:18][C@@H:17]([C:10]1[CH:11]=[C:12]([CH2:15][OH:16])[CH:13]=[CH:14][C:9]=1[OH:8])[C:27]1[CH:32]=[CH:31][CH:30]=[CH:29][CH:28]=1)([CH3:26])[CH3:25]. The catalyst class is: 386. (10) Reactant: Br[C:2]1[CH:7]=[CH:6][C:5]([C:8]2[C:14]3[CH:15]=[CH:16][CH:17]=[CH:18][C:13]=3[CH2:12][CH2:11][CH2:10][CH:9]=2)=[CH:4][CH:3]=1.[C:19]([O:23][CH3:24])(=[O:22])[CH:20]=[CH2:21].C(N(CC)CC)C. Product: [CH3:24][O:23][C:19](=[O:22])[CH:20]=[CH:21][C:2]1[CH:7]=[CH:6][C:5]([C:8]2[C:14]3[CH:15]=[CH:16][CH:17]=[CH:18][C:13]=3[CH2:12][CH2:11][CH2:10][CH:9]=2)=[CH:4][CH:3]=1. The catalyst class is: 233.